This data is from Full USPTO retrosynthesis dataset with 1.9M reactions from patents (1976-2016). The task is: Predict the reactants needed to synthesize the given product. Given the product [CH3:15][C:14]1[CH:13]=[C:12]([CH3:16])[NH:11][C:10](=[O:17])[C:9]=1[CH2:8][NH:7][C:5](=[O:6])[C:4]1[CH:18]=[CH:19][CH:20]=[C:2]([C:27]2[N:23]([CH3:22])[N:24]=[CH:25][C:26]=2[CH3:37])[C:3]=1[CH3:21], predict the reactants needed to synthesize it. The reactants are: Br[C:2]1[C:3]([CH3:21])=[C:4]([CH:18]=[CH:19][CH:20]=1)[C:5]([NH:7][CH2:8][C:9]1[C:10](=[O:17])[NH:11][C:12]([CH3:16])=[CH:13][C:14]=1[CH3:15])=[O:6].[CH3:22][N:23]1[C:27](B2OC(C)(C)C(C)(C)O2)=[C:26]([CH3:37])[CH:25]=[N:24]1.C(=O)([O-])[O-].[Na+].[Na+].